Dataset: Peptide-MHC class I binding affinity with 185,985 pairs from IEDB/IMGT. Task: Regression. Given a peptide amino acid sequence and an MHC pseudo amino acid sequence, predict their binding affinity value. This is MHC class I binding data. (1) The peptide sequence is GKFFAQAFL. The MHC is HLA-A69:01 with pseudo-sequence HLA-A69:01. The binding affinity (normalized) is 0.0847. (2) The peptide sequence is EGNETPGGY. The MHC is HLA-A30:02 with pseudo-sequence HLA-A30:02. The binding affinity (normalized) is 0.